This data is from CYP3A4 inhibition data for predicting drug metabolism from PubChem BioAssay. The task is: Regression/Classification. Given a drug SMILES string, predict its absorption, distribution, metabolism, or excretion properties. Task type varies by dataset: regression for continuous measurements (e.g., permeability, clearance, half-life) or binary classification for categorical outcomes (e.g., BBB penetration, CYP inhibition). Dataset: cyp3a4_veith. (1) The result is 0 (non-inhibitor). The molecule is CC1=CC2=NC(=O)CC(C)(C(=O)N(CC(=O)NC(C)(C)C)Cc3cccs3)N2C=C1. (2) The drug is CCN1C(=O)[C@H]2CC[C@@H]3/C(=N\NC(=O)OCc4ccccc4)C[C@@H](O)[C@@H](O)[C@@H]3[C@@H]2C1=O. The result is 0 (non-inhibitor). (3) The compound is Clc1ccccc1-c1ccc2ncnc(NCCN3CCOCC3)c2c1. The result is 1 (inhibitor).